Dataset: Full USPTO retrosynthesis dataset with 1.9M reactions from patents (1976-2016). Task: Predict the reactants needed to synthesize the given product. (1) Given the product [CH3:11][N:12]([CH3:13])[S:7]([C:1]1[CH:6]=[CH:5][CH:4]=[CH:3][CH:2]=1)(=[O:9])=[O:8], predict the reactants needed to synthesize it. The reactants are: [C:1]1([S:7](Cl)(=[O:9])=[O:8])[CH:6]=[CH:5][CH:4]=[CH:3][CH:2]=1.[CH3:11][NH:12][CH3:13].O. (2) Given the product [Cl:1][C:2]1[N:7]=[C:6]([C:13]2[CH:14]=[CH:15][C:16]([F:17])=[C:11]([CH:12]=2)[CH:9]=[O:10])[CH:5]=[CH:4][N:3]=1, predict the reactants needed to synthesize it. The reactants are: [Cl:1][C:2]1[N:7]=[C:6](Cl)[CH:5]=[CH:4][N:3]=1.[CH:9]([C:11]1[CH:12]=[C:13](B(O)O)[CH:14]=[CH:15][C:16]=1[F:17])=[O:10]. (3) The reactants are: [NH2:1][C:2]1[N:7]=[C:6]([NH:8]/[C:9](/[NH:23][CH2:24][C:25]2[CH:30]=[CH:29][CH:28]=[CH:27][C:26]=2[C:31]([F:34])([F:33])[F:32])=[N:10]\[C:11](=[O:22])[C:12]2[CH:17]=[CH:16][C:15]([C:18]([F:21])([F:20])[F:19])=[CH:14][CH:13]=2)[CH:5]=[CH:4][CH:3]=1.N1C=CC=CC=1.[S:41](Cl)([CH3:44])(=[O:43])=[O:42]. Given the product [CH3:44][S:41]([NH:1][C:2]1[N:7]=[C:6]([NH:8]/[C:9](/[NH:23][CH2:24][C:25]2[CH:30]=[CH:29][CH:28]=[CH:27][C:26]=2[C:31]([F:34])([F:32])[F:33])=[N:10]\[C:11](=[O:22])[C:12]2[CH:17]=[CH:16][C:15]([C:18]([F:19])([F:20])[F:21])=[CH:14][CH:13]=2)[CH:5]=[CH:4][CH:3]=1)(=[O:43])=[O:42], predict the reactants needed to synthesize it. (4) Given the product [CH3:21][O:20][CH2:19][CH2:18][O:17][CH2:16][C:13]1[CH:12]=[CH:11][C:10]([C@@H:9]2[C@@H:8]([O:22][CH2:23][C:24]3[CH:25]=[CH:26][C:27]4[O:32][CH2:31][CH2:30][N:29]([CH2:33][CH2:34][CH2:35][O:36][CH3:37])[C:28]=4[CH:38]=3)[CH2:7][NH:6][CH2:5][C@H:4]2[O:3][CH2:59][C@H:60]([OH:61])[CH3:62])=[CH:15][CH:14]=1, predict the reactants needed to synthesize it. The reactants are: [H-].[Na+].[OH:3][C@H:4]1[C@H:9]([C:10]2[CH:15]=[CH:14][C:13]([CH2:16][O:17][CH2:18][CH2:19][O:20][CH3:21])=[CH:12][CH:11]=2)[C@@H:8]([O:22][CH2:23][C:24]2[CH:25]=[CH:26][C:27]3[O:32][CH2:31][CH2:30][N:29]([CH2:33][CH2:34][CH2:35][O:36][CH3:37])[C:28]=3[CH:38]=2)[CH2:7][N:6](C(OCC2C=CC=CC=2)=O)[CH2:5]1.C1(C)C=CC(S(O[CH2:59][C@H:60]2[CH2:62][O:61]2)(=O)=O)=CC=1.C(=O)(O)[O-].[Na+].